Dataset: hERG potassium channel inhibition data for cardiac toxicity prediction from Karim et al.. Task: Regression/Classification. Given a drug SMILES string, predict its toxicity properties. Task type varies by dataset: regression for continuous values (e.g., LD50, hERG inhibition percentage) or binary classification for toxic/non-toxic outcomes (e.g., AMES mutagenicity, cardiotoxicity, hepatotoxicity). Dataset: herg_karim. The compound is CNC(C)c1ccc(Cl)cc1Oc1ccc(C)c(C)c1. The result is 1 (blocker).